This data is from Full USPTO retrosynthesis dataset with 1.9M reactions from patents (1976-2016). The task is: Predict the reactants needed to synthesize the given product. Given the product [CH2:22]([O:20][CH2:19][CH2:18][O:17][CH2:16][CH2:15][O:14][CH2:13][CH2:12][O:11][CH2:10][CH2:9][O:8][CH2:7][CH2:6][O:5][CH2:4][CH2:3][OH:21])[C:23]1[CH:28]=[CH:27][CH:26]=[CH:25][CH:24]=1, predict the reactants needed to synthesize it. The reactants are: [OH-].[Na+].[CH2:3]([OH:21])[CH2:4][O:5][CH2:6][CH2:7][O:8][CH2:9][CH2:10][O:11][CH2:12][CH2:13][O:14][CH2:15][CH2:16][O:17][CH2:18][CH2:19][OH:20].[CH2:22](Cl)[C:23]1[CH:28]=[CH:27][CH:26]=[CH:25][CH:24]=1.